Dataset: Catalyst prediction with 721,799 reactions and 888 catalyst types from USPTO. Task: Predict which catalyst facilitates the given reaction. (1) Reactant: C(OC(=O)[NH:7][C@H:8]([CH:13](C#N)[OH:14])[CH2:9][CH2:10][CH2:11][CH3:12])(C)(C)C.Cl.[C:19](=[O:22])(O)[O-:20].[Na+].[C:32](O[C:32]([O:34][C:35]([CH3:38])([CH3:37])[CH3:36])=[O:33])([O:34][C:35]([CH3:38])([CH3:37])[CH3:36])=[O:33]. Product: [C:35]([O:34][C:32]([NH:7][CH:8]([CH2:9][CH2:10][CH2:11][CH3:12])[C@H:13]([OH:14])[C:19]([OH:20])=[O:22])=[O:33])([CH3:36])([CH3:37])[CH3:38]. The catalyst class is: 6. (2) Reactant: C[O:2][C:3](=[O:25])[C:4]1[CH:9]=[CH:8][C:7]([CH2:10][O:11][CH2:12][C:13]2[CH:14]=[N:15][CH:16]=[CH:17][CH:18]=2)=[CH:6][C:5]=1[C:19]1[CH:24]=[CH:23][CH:22]=[CH:21][CH:20]=1.[OH-].[Li+]. Product: [N:15]1[CH:16]=[CH:17][CH:18]=[C:13]([CH2:12][O:11][CH2:10][C:7]2[CH:8]=[CH:9][C:4]([C:3]([OH:25])=[O:2])=[C:5]([C:19]3[CH:24]=[CH:23][CH:22]=[CH:21][CH:20]=3)[CH:6]=2)[CH:14]=1. The catalyst class is: 5. (3) Reactant: [Br:1][C:2]1[CH:3]=[C:4]([F:16])[C:5]([O:14][CH3:15])=[C:6]([NH:8][C:9](=[O:13])[CH:10]=NO)[CH:7]=1.S(=O)(=O)(O)[OH:18]. Product: [Br:1][C:2]1[CH:3]=[C:4]([F:16])[C:5]([O:14][CH3:15])=[C:6]2[C:7]=1[C:10](=[O:18])[C:9](=[O:13])[NH:8]2. The catalyst class is: 6. (4) Reactant: C(OC([N:8]1[C:16]2[C:11](=[N:12][CH:13]=[C:14]([C:17]([F:21])([F:20])[CH2:18][CH3:19])[CH:15]=2)[C:10]([CH3:23])([CH3:22])[CH2:9]1)=O)(C)(C)C.CO. Product: [F:20][C:17]([C:14]1[CH:15]=[C:16]2[NH:8][CH2:9][C:10]([CH3:22])([CH3:23])[C:11]2=[N:12][CH:13]=1)([F:21])[CH2:18][CH3:19]. The catalyst class is: 33. (5) Product: [F:33][C:2]1([F:1])[CH2:7][CH2:6][CH2:5][N:4]([C:8]2[C:9]([NH:21][C:22]([C:24]3[CH:25]=[N:26][N:27]4[CH:32]=[CH:31][CH:30]=[N:29][C:28]=34)=[O:23])=[CH:10][NH:11][N:12]=2)[CH2:3]1. Reactant: [F:1][C:2]1([F:33])[CH2:7][CH2:6][CH2:5][N:4]([C:8]2[N:12](CCOC[Si](C)(C)C)[N:11]=[CH:10][C:9]=2[NH:21][C:22]([C:24]2[CH:25]=[N:26][N:27]3[CH:32]=[CH:31][CH:30]=[N:29][C:28]=23)=[O:23])[CH2:3]1.Cl. The catalyst class is: 40. (6) Reactant: [CH3:1][C:2]1([C:7]2[CH:14]=[CH:13][C:10]([CH2:11][NH2:12])=[CH:9][CH:8]=2)[O:6]CCO1.[CH3:15][O:16][C:17]1[CH:18]=[C:19]([CH2:27][CH2:28][C:29](O)=[O:30])[CH:20]=[CH:21][C:22]=1[O:23][CH2:24][C:25]#[CH:26].CCN=C=NCCCN(C)C.CN(C)C=O. Product: [CH3:1][C:2]([C:7]1[CH:8]=[CH:9][C:10]([CH2:11][NH:12][C:29](=[O:30])[CH2:28][CH2:27][C:19]2[CH:20]=[CH:21][C:22]([O:23][CH2:24][C:25]#[CH:26])=[C:17]([O:16][CH3:15])[CH:18]=2)=[CH:13][CH:14]=1)=[O:6]. The catalyst class is: 6. (7) Product: [Cl:1][C:2]1[N:7]=[C:6]([C:8]2[S:46][C:44]([CH:41]3[CH2:42][CH2:43][O:38][CH2:39][CH2:40]3)=[N:45][C:9]=2[C:11]2[CH:12]=[CH:13][C:14]([F:29])=[C:15]([NH:17][S:18]([C:21]3[CH:26]=[C:25]([F:27])[CH:24]=[CH:23][C:22]=3[F:28])(=[O:20])=[O:19])[CH:16]=2)[CH:5]=[CH:4][N:3]=1. The catalyst class is: 44. Reactant: [Cl:1][C:2]1[N:7]=[C:6]([CH2:8][C:9]([C:11]2[CH:12]=[CH:13][C:14]([F:29])=[C:15]([NH:17][S:18]([C:21]3[CH:26]=[C:25]([F:27])[CH:24]=[CH:23][C:22]=3[F:28])(=[O:20])=[O:19])[CH:16]=2)=O)[CH:5]=[CH:4][N:3]=1.C1C(=O)N(Br)C(=O)C1.[O:38]1[CH2:43][CH2:42][CH:41]([C:44](=[S:46])[NH2:45])[CH2:40][CH2:39]1.O.